Dataset: Full USPTO retrosynthesis dataset with 1.9M reactions from patents (1976-2016). Task: Predict the reactants needed to synthesize the given product. (1) The reactants are: [C:1]([O:5][C:6]([N:8]1[CH2:13][CH2:12][N:11]([C:14]2[C:19]([N+:20]([O-])=O)=[CH:18][CH:17]=[CH:16][N:15]=2)[CH2:10][CH2:9]1)=[O:7])([CH3:4])([CH3:3])[CH3:2].[H][H]. Given the product [C:1]([O:5][C:6]([N:8]1[CH2:13][CH2:12][N:11]([C:14]2[C:19]([NH2:20])=[CH:18][CH:17]=[CH:16][N:15]=2)[CH2:10][CH2:9]1)=[O:7])([CH3:4])([CH3:2])[CH3:3], predict the reactants needed to synthesize it. (2) Given the product [Cl:26][C:21]1[CH:20]=[C:19]([CH:24]=[CH:23][C:22]=1[F:25])[CH2:18][N:11]1[CH2:10][CH2:9][C:8]2[C:13](=[C:14]([O:15][CH3:16])[C:5](=[O:4])[NH:6][C:7]=2[C:27]([OH:29])=[O:28])[C:12]1=[O:17], predict the reactants needed to synthesize it. The reactants are: C([O:4][C:5]1[N:6]=[C:7]([C:27]([O:29]CC)=[O:28])[C:8]2[CH2:9][CH2:10][N:11]([CH2:18][C:19]3[CH:24]=[CH:23][C:22]([F:25])=[C:21]([Cl:26])[CH:20]=3)[C:12](=[O:17])[C:13]=2[C:14]=1[O:15][CH3:16])(=O)C.O.[OH-].[Li+].O.Cl. (3) Given the product [CH:1]1([CH2:7][C:8]2[NH:12][N:11]=[C:10]([C:13]([O:15][CH2:16][CH3:17])=[O:14])[C:9]=2[F:19])[CH2:2][CH2:3][CH2:4][CH2:5][CH2:6]1, predict the reactants needed to synthesize it. The reactants are: [CH:1]1([CH2:7][C:8]2[NH:12][N:11]=[C:10]([C:13]([O:15][CH2:16][CH3:17])=[O:14])[CH:9]=2)[CH2:6][CH2:5][CH2:4][CH2:3][CH2:2]1.[B-](F)(F)(F)[F:19].[B-](F)(F)(F)F.C1[N+]2(CCl)CC[N+](F)(CC2)C1. (4) Given the product [Br:1][C:2]1[C:3](=[O:8])[N:4]([CH3:11])[CH:5]=[CH:6][CH:7]=1, predict the reactants needed to synthesize it. The reactants are: [Br:1][C:2]1[C:3]([OH:8])=[N:4][CH:5]=[CH:6][CH:7]=1.[H-].[Na+].[CH3:11]I. (5) Given the product [Cl:1][C:2]1[CH:3]=[C:4]([NH:19][S:21]([C:24]2[CH:25]=[C:26]([CH:30]=[CH:31][CH:32]=2)[C:27]([OH:29])=[O:28])(=[O:23])=[O:22])[CH:5]=[N:6][C:7]=1[O:8][C:9]1[N:10]=[CH:11][C:12]2[C:17]([CH:18]=1)=[CH:16][CH:15]=[CH:14][CH:13]=2, predict the reactants needed to synthesize it. The reactants are: [Cl:1][C:2]1[CH:3]=[C:4]([NH2:19])[CH:5]=[N:6][C:7]=1[O:8][C:9]1[N:10]=[CH:11][C:12]2[C:17]([CH:18]=1)=[CH:16][CH:15]=[CH:14][CH:13]=2.Cl[S:21]([C:24]1[CH:25]=[C:26]([CH:30]=[CH:31][CH:32]=1)[C:27]([OH:29])=[O:28])(=[O:23])=[O:22]. (6) The reactants are: [NH2:1][C@H:2]([C:7]([OH:9])=[O:8])[CH2:3][C:4]([OH:6])=[O:5].[CH:10]#[C:11][CH2:12][NH:13][C@H:14]1[C:18]2[CH:19]=[CH:20][CH:21]=[CH:22][C:17]=2[CH2:16][CH2:15]1. Given the product [CH:10]#[C:11][CH2:12][NH:13][C@H:14]1[C:18]2[CH:19]=[CH:20][CH:21]=[CH:22][C:17]=2[CH2:16][CH2:15]1.[NH2:1][C@H:2]([C:7]([O-:9])=[O:8])[CH2:3][C:4]([O-:6])=[O:5], predict the reactants needed to synthesize it. (7) Given the product [Cl:10][C:11]1[C:5]2[C:3](=[C:2]([CH3:1])[C:8]([Cl:9])=[CH:7][CH:6]=2)[N:4]=[CH:13][C:12]=1[C:22]([NH2:24])=[O:23], predict the reactants needed to synthesize it. The reactants are: [CH3:1][C:2]1[C:8]([Cl:9])=[CH:7][CH:6]=[CH:5][C:3]=1[NH2:4].[Cl:10][C:11]1C2C(=CC=C(I)C=2)N=[CH:13][C:12]=1[C:22]([NH2:24])=[O:23]. (8) Given the product [Cl:1][C:2]1[C:10]([C:11]2[C:12]([CH3:18])=[N:13][N:14]([CH3:17])[C:15]=2[CH3:16])=[C:9]2[C:5]([C:6]([CH2:20][CH2:21][CH2:22][O:23][C:24]3[CH:25]=[C:26]([CH3:32])[C:27]([Cl:31])=[C:28]([CH3:30])[CH:29]=3)=[C:7]([CH3:19])[N:8]2[CH2:35][CH2:34][C:33]([OH:37])=[O:36])=[CH:4][CH:3]=1, predict the reactants needed to synthesize it. The reactants are: [Cl:1][C:2]1[C:10]([C:11]2[C:12]([CH3:18])=[N:13][N:14]([CH3:17])[C:15]=2[CH3:16])=[C:9]2[C:5]([C:6]([CH2:20][CH2:21][CH2:22][O:23][C:24]3[CH:29]=[C:28]([CH3:30])[C:27]([Cl:31])=[C:26]([CH3:32])[CH:25]=3)=[C:7]([CH3:19])[NH:8]2)=[CH:4][CH:3]=1.[C:33]([O:37]C)(=[O:36])[CH:34]=[CH2:35]. (9) Given the product [CH3:14][N:13]([CH3:15])/[CH:12]=[N:11]/[S:8]([C:3]1[C:2]([C:20]2[CH:21]=[CH:22][C:17]([CH3:16])=[CH:18][CH:19]=2)=[CH:7][CH:6]=[CH:5][CH:4]=1)(=[O:10])=[O:9], predict the reactants needed to synthesize it. The reactants are: Br[C:2]1[CH:7]=[CH:6][CH:5]=[CH:4][C:3]=1[S:8](/[N:11]=[CH:12]/[N:13]([CH3:15])[CH3:14])(=[O:10])=[O:9].[CH3:16][C:17]1[CH:22]=[CH:21][C:20](B(O)O)=[CH:19][CH:18]=1.C(=O)([O-])[O-].[K+].[K+].CCO.C1(C)C=CC=CC=1.